Dataset: Full USPTO retrosynthesis dataset with 1.9M reactions from patents (1976-2016). Task: Predict the reactants needed to synthesize the given product. (1) The reactants are: Cl[C:2]1[CH2:6][C@H:5]([CH:7]2[CH2:11][CH2:10][CH2:9][CH2:8]2)[N:4]([C:12]2[CH:19]=[CH:18][C:15]([C:16]#[N:17])=[C:14]([CH3:20])[N:13]=2)[N:3]=1.[CH3:21][O:22][C:23]1[N:32]=[C:31](B2OC(C)(C)C(C)(C)O2)[CH:30]=[CH:29][C:24]=1[C:25]([O:27][CH3:28])=[O:26]. Given the product [C:16]([C:15]1[CH:18]=[CH:19][C:12]([N:4]2[C@@H:5]([CH:7]3[CH2:11][CH2:10][CH2:9][CH2:8]3)[CH2:6][C:2]([C:31]3[CH:30]=[CH:29][C:24]([C:25]([O:27][CH3:28])=[O:26])=[C:23]([O:22][CH3:21])[N:32]=3)=[N:3]2)=[N:13][C:14]=1[CH3:20])#[N:17], predict the reactants needed to synthesize it. (2) Given the product [I:6][C:7]1[CH:12]=[CH:11][C:10]([C:13](=[O:24])[NH:14][C:15]([CH3:3])([C:20]([NH:22][CH3:23])=[O:21])[C:16]([O:18][CH3:19])=[O:17])=[CH:9][CH:8]=1, predict the reactants needed to synthesize it. The reactants are: CI.[C:3](#N)C.[I:6][C:7]1[CH:12]=[CH:11][C:10]([C:13](=[O:24])[NH:14][CH:15]([C:20]([NH:22][CH3:23])=[O:21])[C:16]([O:18][CH3:19])=[O:17])=[CH:9][CH:8]=1.C(=O)([O-])[O-].[K+].[K+].